Dataset: NCI-60 drug combinations with 297,098 pairs across 59 cell lines. Task: Regression. Given two drug SMILES strings and cell line genomic features, predict the synergy score measuring deviation from expected non-interaction effect. (1) Drug 1: CC1OCC2C(O1)C(C(C(O2)OC3C4COC(=O)C4C(C5=CC6=C(C=C35)OCO6)C7=CC(=C(C(=C7)OC)O)OC)O)O. Drug 2: C1CCC(CC1)NC(=O)N(CCCl)N=O. Cell line: MALME-3M. Synergy scores: CSS=20.5, Synergy_ZIP=-7.48, Synergy_Bliss=1.69, Synergy_Loewe=-5.16, Synergy_HSA=2.39. (2) Drug 1: CN(CC1=CN=C2C(=N1)C(=NC(=N2)N)N)C3=CC=C(C=C3)C(=O)NC(CCC(=O)O)C(=O)O. Drug 2: C1C(C(OC1N2C=NC(=NC2=O)N)CO)O. Cell line: CCRF-CEM. Synergy scores: CSS=52.0, Synergy_ZIP=-5.87, Synergy_Bliss=-10.1, Synergy_Loewe=-11.9, Synergy_HSA=-7.24. (3) Drug 1: C1=NC2=C(N=C(N=C2N1C3C(C(C(O3)CO)O)O)F)N. Drug 2: C1=NNC2=C1C(=O)NC=N2. Cell line: A549. Synergy scores: CSS=-1.51, Synergy_ZIP=0.348, Synergy_Bliss=-1.82, Synergy_Loewe=-2.75, Synergy_HSA=-3.32. (4) Drug 1: COC1=CC(=CC(=C1O)OC)C2C3C(COC3=O)C(C4=CC5=C(C=C24)OCO5)OC6C(C(C7C(O6)COC(O7)C8=CC=CS8)O)O. Drug 2: CC1CCC2CC(C(=CC=CC=CC(CC(C(=O)C(C(C(=CC(C(=O)CC(OC(=O)C3CCCCN3C(=O)C(=O)C1(O2)O)C(C)CC4CCC(C(C4)OC)OCCO)C)C)O)OC)C)C)C)OC. Cell line: SK-MEL-5. Synergy scores: CSS=39.6, Synergy_ZIP=9.92, Synergy_Bliss=10.6, Synergy_Loewe=8.65, Synergy_HSA=12.0.